From a dataset of Forward reaction prediction with 1.9M reactions from USPTO patents (1976-2016). Predict the product of the given reaction. (1) Given the reactants [C:1](=[O:8])([O:3][C:4]([CH3:7])([CH3:6])[CH3:5])[NH2:2].Cl[O:10]C(C)(C)C.[Br:15][C:16]1[CH:21]=[CH:20][CH:19]=[C:18](/[CH:22]=[CH:23]/[C:24]2[CH:29]=[CH:28][CH:27]=[C:26]([O:30][CH3:31])[CH:25]=2)[N:17]=1.O, predict the reaction product. The product is: [Br:15][C:16]1[N:17]=[C:18]([C@@H:22]([NH:2][C:1](=[O:8])[O:3][C:4]([CH3:7])([CH3:6])[CH3:5])[C@H:23]([OH:10])[C:24]2[CH:29]=[CH:28][CH:27]=[C:26]([O:30][CH3:31])[CH:25]=2)[CH:19]=[CH:20][CH:21]=1. (2) The product is: [OH:23][N:22]=[C:2]([C:8]1[S:12][CH:11]=[N:10][CH:9]=1)[C:3]([O:5][CH2:6][CH3:7])=[O:4]. Given the reactants O=[C:2]([C:8]1[S:12][CH:11]=[N:10][CH:9]=1)[C:3]([O:5][CH2:6][CH3:7])=[O:4].C(O)C.C([O-])(=O)C.[Na+].Cl.[NH2:22][OH:23], predict the reaction product. (3) Given the reactants C([O:4][C@@:5]1([CH2:42][N:43]=[N+:44]=[N-:45])[C@@H:10]([O:11]C(=O)C)[C@H:9]([O:15]C(=O)C)[C@@H:8]([CH2:19][O:20]C(=O)C)[O:7][C@@H:6]1[O:24][C:25]1[CH:30]=[CH:29][C:28]([C:31]2[CH:36]=[CH:35][CH:34]=[C:33]([C:37](=[O:40])[NH:38][CH3:39])[CH:32]=2)=[CH:27][C:26]=1[CH3:41])(=O)C.C[O-].[Na+], predict the reaction product. The product is: [N:43]([CH2:42][C@:5]1([OH:4])[C@@H:10]([OH:11])[C@H:9]([OH:15])[C@@H:8]([CH2:19][OH:20])[O:7][C@@H:6]1[O:24][C:25]1[CH:30]=[CH:29][C:28]([C:31]2[CH:32]=[C:33]([CH:34]=[CH:35][CH:36]=2)[C:37]([NH:38][CH3:39])=[O:40])=[CH:27][C:26]=1[CH3:41])=[N+:44]=[N-:45].